This data is from Forward reaction prediction with 1.9M reactions from USPTO patents (1976-2016). The task is: Predict the product of the given reaction. (1) The product is: [CH:1]([OH:3])=[O:2].[F:36][CH:5]([F:4])[O:6][C:7]1[CH:12]=[CH:11][CH:10]=[CH:9][C:8]=1[CH2:13][C:14]1[N:18]2[CH:19]=[C:20]([C:24]3[CH:25]=[N:26][C:27]([C:30]4([OH:34])[CH2:33][N:32]([CH3:39])[CH2:31]4)=[N:28][CH:29]=3)[C:21]([F:23])=[CH:22][C:17]2=[N:16][C:15]=1[CH3:35]. Given the reactants [CH:1]([OH:3])=[O:2].[F:4][CH:5]([F:36])[O:6][C:7]1[CH:12]=[CH:11][CH:10]=[CH:9][C:8]=1[CH2:13][C:14]1[N:18]2[CH:19]=[C:20]([C:24]3[CH:25]=[N:26][C:27]([C:30]4([OH:34])[CH2:33][NH:32][CH2:31]4)=[N:28][CH:29]=3)[C:21]([F:23])=[CH:22][C:17]2=[N:16][C:15]=1[CH3:35].C=O.[C:39](O[BH-](OC(=O)C)OC(=O)C)(=O)C.[Na+].C(=O)(O)[O-].[Na+], predict the reaction product. (2) Given the reactants [Br:1][C:2]1[CH:13]=[CH:12][C:5]([NH:6][CH2:7][C:8]([F:11])([F:10])[F:9])=[CH:4][C:3]=1[C:14]([F:17])([F:16])[F:15].[BH3-]C#N.[Na+].O.[F:23][C:24]([F:28])([F:27])[CH:25]=O, predict the reaction product. The product is: [Br:1][C:2]1[CH:13]=[CH:12][C:5]([N:6]([CH2:25][C:24]([F:28])([F:27])[F:23])[CH2:7][C:8]([F:10])([F:9])[F:11])=[CH:4][C:3]=1[C:14]([F:15])([F:16])[F:17]. (3) Given the reactants [CH3:1][O:2][C:3](=[O:32])[CH:4]([C:9]1[C:14]([CH3:15])=[CH:13][C:12]([N+:16]([O-])=O)=[C:11]([CH:19]2[CH2:21][CH2:20]2)[C:10]=1[C:22]1[CH:23]=[C:24]2[C:29](=[CH:30][CH:31]=1)[O:28][CH2:27][CH2:26][CH2:25]2)[O:5][CH:6]1[CH2:8][CH2:7]1.[Cl-].[NH4+], predict the reaction product. The product is: [CH3:1][O:2][C:3](=[O:32])[CH:4]([C:9]1[C:14]([CH3:15])=[CH:13][C:12]([NH2:16])=[C:11]([CH:19]2[CH2:21][CH2:20]2)[C:10]=1[C:22]1[CH:23]=[C:24]2[C:29](=[CH:30][CH:31]=1)[O:28][CH2:27][CH2:26][CH2:25]2)[O:5][CH:6]1[CH2:8][CH2:7]1. (4) Given the reactants C(OC([N:8]1[CH2:13][CH:12]2[CH2:14][C@@H:9]1[CH2:10][N:11]2[C:15]1[N:20]2[CH:21]=[CH:22][N:23]=[C:19]2[CH:18]=[C:17]([C:24]2[CH:29]=[CH:28][N:27]=[C:26]([NH:30][CH:31]([C:33]3[CH:38]=[CH:37][CH:36]=[CH:35][CH:34]=3)[CH3:32])[CH:25]=2)[N:16]=1)=O)(C)(C)C.CO.Cl, predict the reaction product. The product is: [C@H:12]12[CH2:14][C@H:9]([NH:8][CH2:13]1)[CH2:10][N:11]2[C:15]1[N:20]2[CH:21]=[CH:22][N:23]=[C:19]2[CH:18]=[C:17]([C:24]2[CH:29]=[CH:28][N:27]=[C:26]([NH:30][C@@H:31]([C:33]3[CH:34]=[CH:35][CH:36]=[CH:37][CH:38]=3)[CH3:32])[CH:25]=2)[N:16]=1. (5) Given the reactants [C:1]1([C:13]2[CH:18]=[CH:17][CH:16]=[CH:15][CH:14]=2)[CH:6]=[CH:5][CH:4]=[CH:3][C:2]=1[CH:7]([OH:12])[C:8]([O:10][CH3:11])=[O:9].[CH3:19]I.[H-].[Na+], predict the reaction product. The product is: [C:1]1([C:13]2[CH:18]=[CH:17][CH:16]=[CH:15][CH:14]=2)[CH:6]=[CH:5][CH:4]=[CH:3][C:2]=1[CH:7]([O:12][CH3:19])[C:8]([O:10][CH3:11])=[O:9]. (6) The product is: [CH3:10][O:8][C:7]([C:4]1[S:3][C:2]([CH2:1][CH2:24][C:23]2[C:19]([CH2:15][CH2:16][CH2:17][CH3:18])=[N:20][O:21][C:22]=2[CH3:26])=[N:6][CH:5]=1)=[O:9]. Given the reactants [CH3:1][C:2]1[S:3][C:4]([C:7]([OH:9])=[O:8])=[CH:5][N:6]=1.[CH2:10]([Li])CCC.[CH2:15]([C:19]1[C:23]([CH2:24]Cl)=[C:22]([CH3:26])[O:21][N:20]=1)[CH2:16][CH2:17][CH3:18], predict the reaction product. (7) Given the reactants [N+:1]([C-:4]([CH:7]=O)[CH:5]=O)([O-:3])=[O:2].[C:9]([CH2:11][C:12]([NH2:14])=[O:13])#[N:10].[OH-].C([N+](CC)(CC)C1C=CC=CC=1)C, predict the reaction product. The product is: [OH:13][C:12]1[N:14]=[CH:5][C:4]([N+:1]([O-:3])=[O:2])=[CH:7][C:11]=1[C:9]#[N:10].